From a dataset of NCI-60 drug combinations with 297,098 pairs across 59 cell lines. Regression. Given two drug SMILES strings and cell line genomic features, predict the synergy score measuring deviation from expected non-interaction effect. (1) Drug 2: CC=C1C(=O)NC(C(=O)OC2CC(=O)NC(C(=O)NC(CSSCCC=C2)C(=O)N1)C(C)C)C(C)C. Cell line: MCF7. Synergy scores: CSS=43.7, Synergy_ZIP=-2.17, Synergy_Bliss=0.584, Synergy_Loewe=-0.126, Synergy_HSA=4.74. Drug 1: C1=CC(=C2C(=C1NCCNCCO)C(=O)C3=C(C=CC(=C3C2=O)O)O)NCCNCCO. (2) Drug 1: CCC1(CC2CC(C3=C(CCN(C2)C1)C4=CC=CC=C4N3)(C5=C(C=C6C(=C5)C78CCN9C7C(C=CC9)(C(C(C8N6C)(C(=O)OC)O)OC(=O)C)CC)OC)C(=O)OC)O.OS(=O)(=O)O. Drug 2: CC1C(C(CC(O1)OC2CC(CC3=C2C(=C4C(=C3O)C(=O)C5=CC=CC=C5C4=O)O)(C(=O)C)O)N)O. Cell line: SK-OV-3. Synergy scores: CSS=31.8, Synergy_ZIP=-3.34, Synergy_Bliss=-4.14, Synergy_Loewe=-3.75, Synergy_HSA=-2.44. (3) Cell line: HCT-15. Drug 2: C1CN(P(=O)(OC1)NCCCl)CCCl. Drug 1: CC1=CC2C(CCC3(C2CCC3(C(=O)C)OC(=O)C)C)C4(C1=CC(=O)CC4)C. Synergy scores: CSS=0.918, Synergy_ZIP=1.14, Synergy_Bliss=1.81, Synergy_Loewe=-0.555, Synergy_HSA=-0.402. (4) Drug 1: C1=CC(=CC=C1CC(C(=O)O)N)N(CCCl)CCCl.Cl. Drug 2: CCC1(CC2CC(C3=C(CCN(C2)C1)C4=CC=CC=C4N3)(C5=C(C=C6C(=C5)C78CCN9C7C(C=CC9)(C(C(C8N6C=O)(C(=O)OC)O)OC(=O)C)CC)OC)C(=O)OC)O.OS(=O)(=O)O. Cell line: NCI-H460. Synergy scores: CSS=36.7, Synergy_ZIP=3.66, Synergy_Bliss=3.29, Synergy_Loewe=-1.62, Synergy_HSA=-0.723. (5) Drug 1: CC1=C(C(=O)C2=C(C1=O)N3CC4C(C3(C2COC(=O)N)OC)N4)N. Drug 2: C1C(C(OC1N2C=NC(=NC2=O)N)CO)O. Cell line: CAKI-1. Synergy scores: CSS=22.9, Synergy_ZIP=-2.27, Synergy_Bliss=-0.907, Synergy_Loewe=-16.8, Synergy_HSA=-1.80. (6) Drug 1: C1=CC(=CC=C1CCC2=CNC3=C2C(=O)NC(=N3)N)C(=O)NC(CCC(=O)O)C(=O)O. Drug 2: C1CCC(CC1)NC(=O)N(CCCl)N=O. Cell line: OVCAR-5. Synergy scores: CSS=16.3, Synergy_ZIP=-7.49, Synergy_Bliss=-2.01, Synergy_Loewe=-18.8, Synergy_HSA=-0.775. (7) Drug 1: C(CCl)NC(=O)N(CCCl)N=O. Drug 2: COCCOC1=C(C=C2C(=C1)C(=NC=N2)NC3=CC=CC(=C3)C#C)OCCOC.Cl. Cell line: UACC62. Synergy scores: CSS=20.6, Synergy_ZIP=1.60, Synergy_Bliss=2.81, Synergy_Loewe=1.96, Synergy_HSA=2.22.